Predict the product of the given reaction. From a dataset of Forward reaction prediction with 1.9M reactions from USPTO patents (1976-2016). (1) Given the reactants [N:1]1[CH:6]=[CH:5][C:4]([CH2:7][NH:8][C:9](=[O:16])[NH:10][O:11][CH2:12][C:13]([OH:15])=O)=[CH:3][CH:2]=1.[NH2:17][C@@H:18]([CH2:42][C:43]1[CH:48]=[CH:47][C:46]([O:49][C:50]([CH3:53])([CH3:52])[CH3:51])=[CH:45][CH:44]=1)[C:19]([N:21]([C@@H:33]([CH3:41])[CH:34]([O:38][CH2:39][CH3:40])[O:35][CH2:36][CH3:37])[CH2:22][C:23]1[C:32]2[C:27](=[CH:28][CH:29]=[CH:30][CH:31]=2)[CH:26]=[CH:25][CH:24]=1)=[O:20], predict the reaction product. The product is: [C:50]([O:49][C:46]1[CH:45]=[CH:44][C:43]([CH2:42][C@H:18]([NH:17][C:13](=[O:15])[CH2:12][O:11][NH:10][C:9]([NH:8][CH2:7][C:4]2[CH:3]=[CH:2][N:1]=[CH:6][CH:5]=2)=[O:16])[C:19]([N:21]([C@@H:33]([CH3:41])[CH:34]([O:38][CH2:39][CH3:40])[O:35][CH2:36][CH3:37])[CH2:22][C:23]2[C:32]3[C:27](=[CH:28][CH:29]=[CH:30][CH:31]=3)[CH:26]=[CH:25][CH:24]=2)=[O:20])=[CH:48][CH:47]=1)([CH3:53])([CH3:51])[CH3:52]. (2) Given the reactants [Cl:1][C:2]1[N:3]=[CH:4][C:5]2[CH:10]=[CH:9][NH:8][C:6]=2[N:7]=1.CC([O-])(C)C.[K+].Br[CH2:18][C:19]([O:21][CH2:22][CH3:23])=[O:20], predict the reaction product. The product is: [Cl:1][C:2]1[N:3]=[CH:4][C:5]2[CH:10]=[CH:9][N:8]([CH2:18][C:19]([O:21][CH2:22][CH3:23])=[O:20])[C:6]=2[N:7]=1. (3) Given the reactants Br[C:2]1[CH:3]=[C:4]([CH2:8][C@H:9]([OH:17])[CH2:10][C:11]2[CH:16]=[CH:15][CH:14]=[CH:13][CH:12]=2)[CH:5]=[CH:6][CH:7]=1.[C:18]([O:22][C:23]([N:25]1[CH2:28][CH2:27][C@H:26]1[CH2:29][O:30][C:31]1[CH:32]=[N:33][CH:34]=[C:35]([Sn](C)(C)C)[CH:36]=1)=[O:24])([CH3:21])([CH3:20])[CH3:19].C(Cl)(Cl)Cl.[F-].[Cs+].P(C(C)(C)C)(C(C)(C)C)C(C)(C)C, predict the reaction product. The product is: [C:18]([O:22][C:23]([N:25]1[CH2:28][CH2:27][C@H:26]1[CH2:29][O:30][C:31]1[CH:36]=[C:35]([C:2]2[CH:3]=[C:4]([CH2:8][C@H:9]([OH:17])[CH2:10][C:11]3[CH:16]=[CH:15][CH:14]=[CH:13][CH:12]=3)[CH:5]=[CH:6][CH:7]=2)[CH:34]=[N:33][CH:32]=1)=[O:24])([CH3:21])([CH3:19])[CH3:20]. (4) Given the reactants N1CCNCC1.[N:7]1([C:13]([O:15][CH2:16][CH3:17])=[O:14])[CH2:12][CH2:11][NH:10][CH2:9][CH2:8]1.[N:18]1[CH:23]=[CH:22][CH:21]=[CH:20][C:19]=1[O:24][C:25]1[CH:30]=[CH:29][C:28]([CH2:31]Cl)=[CH:27][CH:26]=1, predict the reaction product. The product is: [N:18]1[CH:23]=[CH:22][CH:21]=[CH:20][C:19]=1[O:24][C:25]1[CH:26]=[CH:27][C:28]([CH2:31][N:10]2[CH2:11][CH2:12][N:7]([C:13]([O:15][CH2:16][CH3:17])=[O:14])[CH2:8][CH2:9]2)=[CH:29][CH:30]=1. (5) Given the reactants [CH2:1]([N:3]([CH2:10][CH3:11])[CH:4]1[CH2:9][CH2:8][NH:7][CH2:6][CH2:5]1)[CH3:2].Br[CH2:13][C:14]#[N:15], predict the reaction product. The product is: [CH2:10]([N:3]([CH2:1][CH3:2])[CH:4]1[CH2:5][CH2:6][N:7]([CH2:13][C:14]#[N:15])[CH2:8][CH2:9]1)[CH3:11]. (6) Given the reactants [NH2:1][C:2]1[CH:9]=[CH:8][C:7]([CH:10]([CH3:12])[CH3:11])=[CH:6][C:3]=1[C:4]#[N:5].F[C:14]1[CH:19]=[CH:18][C:17]([F:20])=[CH:16][C:15]=1[N+:21]([O-:23])=[O:22].O.[OH-].[Li+], predict the reaction product. The product is: [F:20][C:17]1[CH:18]=[CH:19][C:14]([NH:1][C:2]2[CH:9]=[CH:8][C:7]([CH:10]([CH3:12])[CH3:11])=[CH:6][C:3]=2[C:4]#[N:5])=[C:15]([N+:21]([O-:23])=[O:22])[CH:16]=1.